Regression. Given two drug SMILES strings and cell line genomic features, predict the synergy score measuring deviation from expected non-interaction effect. From a dataset of NCI-60 drug combinations with 297,098 pairs across 59 cell lines. Drug 1: CC12CCC3C(C1CCC2=O)CC(=C)C4=CC(=O)C=CC34C. Drug 2: C#CCC(CC1=CN=C2C(=N1)C(=NC(=N2)N)N)C3=CC=C(C=C3)C(=O)NC(CCC(=O)O)C(=O)O. Cell line: SK-MEL-28. Synergy scores: CSS=7.18, Synergy_ZIP=-0.755, Synergy_Bliss=-2.58, Synergy_Loewe=-1.97, Synergy_HSA=-2.34.